This data is from Reaction yield outcomes from USPTO patents with 853,638 reactions. The task is: Predict the reaction yield, written as a fraction of the theoretical maximum amount of product (1.0 means a 100% yield; for example, 0.34 means a 34% yield). (1) The reactants are [Cl-].O[NH3+:3].[C:4](=[O:7])([O-])[OH:5].[Na+].CS(C)=O.[CH2:13]([C:17]1[N:18]=[C:19]([CH3:50])[N:20]([CH2:39][C:40]([C:42]2[CH:47]=[CH:46][C:45]([O:48][CH3:49])=[CH:44][CH:43]=2)=[O:41])[C:21](=[O:38])[C:22]=1[CH2:23][C:24]1[CH:29]=[CH:28][C:27]([C:30]2[C:31]([C:36]#[N:37])=[CH:32][CH:33]=[CH:34][CH:35]=2)=[CH:26][CH:25]=1)[CH2:14][CH2:15][CH3:16]. The catalyst is C(OCC)(=O)C. The product is [CH2:13]([C:17]1[N:18]=[C:19]([CH3:50])[N:20]([CH2:39][C:40]([C:42]2[CH:47]=[CH:46][C:45]([O:48][CH3:49])=[CH:44][CH:43]=2)=[O:41])[C:21](=[O:38])[C:22]=1[CH2:23][C:24]1[CH:25]=[CH:26][C:27]([C:30]2[CH:35]=[CH:34][CH:33]=[CH:32][C:31]=2[C:36]2[NH:3][C:4](=[O:7])[O:5][N:37]=2)=[CH:28][CH:29]=1)[CH2:14][CH2:15][CH3:16]. The yield is 0.0700. (2) The reactants are Cl[C:2]1[C:3]([NH2:9])=[N:4][CH:5]=[N:6][C:7]=1Cl.[O:10]([C:17]1[CH:22]=[CH:21][C:20](B(O)O)=[CH:19][CH:18]=1)[C:11]1[CH:16]=[CH:15][CH:14]=[CH:13][CH:12]=1.[NH2:26][CH2:27][C:28]1([F:41])[CH2:33][CH2:32][N:31]([C:34]([O:36]C(C)(C)C)=O)[CH2:30][CH2:29]1.[N:42]1([CH2:48][CH2:49]C(O)=O)[CH2:47][CH2:46][CH2:45][CH2:44][CH2:43]1. No catalyst specified. The product is [NH2:9][C:3]1[N:4]=[CH:5][N:6]=[C:7]([NH:26][CH2:27][C:28]2([F:41])[CH2:29][CH2:30][N:31]([C:34](=[O:36])[CH2:49][CH2:48][N:42]3[CH2:47][CH2:46][CH2:45][CH2:44][CH2:43]3)[CH2:32][CH2:33]2)[C:2]=1[C:20]1[CH:21]=[CH:22][C:17]([O:10][C:11]2[CH:16]=[CH:15][CH:14]=[CH:13][CH:12]=2)=[CH:18][CH:19]=1. The yield is 0.234.